Dataset: Forward reaction prediction with 1.9M reactions from USPTO patents (1976-2016). Task: Predict the product of the given reaction. (1) Given the reactants [Cl:1][C:2]1[C:3]([NH:23][C:24]2[CH:28]=[C:27]([CH3:29])[NH:26][N:25]=2)=[N:4][C:5]([NH:8][C:9]2[CH:14]=[C:13]([CH3:15])[C:12]([CH:16]3[CH2:21][CH2:20][NH:19][CH2:18][CH2:17]3)=[CH:11][C:10]=2[F:22])=[N:6][CH:7]=1.Br[CH2:31][CH2:32][OH:33], predict the reaction product. The product is: [Cl:1][C:2]1[C:3]([NH:23][C:24]2[CH:28]=[C:27]([CH3:29])[NH:26][N:25]=2)=[N:4][C:5]([NH:8][C:9]2[C:10]([F:22])=[CH:11][C:12]([CH:16]3[CH2:17][CH2:18][N:19]([CH2:31][CH2:32][OH:33])[CH2:20][CH2:21]3)=[C:13]([CH3:15])[CH:14]=2)=[N:6][CH:7]=1. (2) Given the reactants C(OCC)(=O)C.CCCCCC.C1CCCCC1.CCCCCC.[CH3:25][O:26][C:27]1[C:36]2[C:31](=[CH:32][CH:33]=[CH:34][CH:35]=2)[C:30]([NH:37][C:38]2[CH:43]=[CH:42][C:41](OC)=[CH:40][CH:39]=2)=[CH:29][CH:28]=1.COC1C2C(=CC=CC=2)C(NC2C=CC=CC=2OC)=CC=1, predict the reaction product. The product is: [CH3:25][O:26][C:27]1[C:36]2[C:31](=[CH:32][CH:33]=[CH:34][CH:35]=2)[C:30]([NH:37][C:38]2[CH:43]=[CH:42][CH:41]=[CH:40][CH:39]=2)=[CH:29][CH:28]=1. (3) Given the reactants [C:1]1([C@H:7]([O:9][C:10](=[O:26])[NH:11][C:12]2[C:13]([CH2:24][CH3:25])=[N:14][O:15][C:16]=2[C:17]2[CH:22]=[CH:21][C:20](Br)=[CH:19][CH:18]=2)[CH3:8])[CH:6]=[CH:5][CH:4]=[CH:3][CH:2]=1.[CH2:27]([O:29][C:30]([C:32]1([C:35]2[CH:40]=[CH:39][C:38](B3OC(C)(C)C(C)(C)O3)=[CH:37][CH:36]=2)[CH2:34][CH2:33]1)=[O:31])[CH3:28], predict the reaction product. The product is: [CH2:27]([O:29][C:30]([C:32]1([C:35]2[CH:40]=[CH:39][C:38]([C:20]3[CH:21]=[CH:22][C:17]([C:16]4[O:15][N:14]=[C:13]([CH2:24][CH3:25])[C:12]=4[NH:11][C:10]([O:9][C@@H:7]([C:1]4[CH:6]=[CH:5][CH:4]=[CH:3][CH:2]=4)[CH3:8])=[O:26])=[CH:18][CH:19]=3)=[CH:37][CH:36]=2)[CH2:33][CH2:34]1)=[O:31])[CH3:28]. (4) Given the reactants [N+:1]([C:4]1[CH:5]=[C:6]2[C:10](=[CH:11][CH:12]=1)[N:9]([CH2:13][CH2:14][O:15]C1CCCCO1)[NH:8][C:7]2=[O:22])([O-])=O.[C:23]1([C:29]2[O:30][C:31]([C:37]([F:40])([F:39])[F:38])=[C:32]([C:34](O)=[O:35])[N:33]=2)[CH:28]=[CH:27][CH:26]=[CH:25][CH:24]=1.CCN=C=NCCCN(C)C, predict the reaction product. The product is: [OH:15][CH2:14][CH2:13][N:9]1[C:10]2[C:6](=[CH:5][C:4]([NH:1][C:34]([C:32]3[N:33]=[C:29]([C:23]4[CH:28]=[CH:27][CH:26]=[CH:25][CH:24]=4)[O:30][C:31]=3[C:37]([F:39])([F:40])[F:38])=[O:35])=[CH:12][CH:11]=2)[C:7](=[O:22])[NH:8]1.